Dataset: Reaction yield outcomes from USPTO patents with 853,638 reactions. Task: Predict the reaction yield, written as a fraction of the theoretical maximum amount of product (1.0 means a 100% yield; for example, 0.34 means a 34% yield). The reactants are C[Si]([N-][Si](C)(C)C)(C)C.[Li+:10].[C:11]([C:14]1[CH:19]=[CH:18][CH:17]=[CH:16][CH:15]=1)(=[O:13])[CH3:12].[C:20](OCC)(=[O:26])[C:21]([O:23][CH2:24][CH3:25])=[O:22]. The catalyst is CCOCC. The product is [CH2:24]([O:23][C:21](=[O:22])/[C:20](/[O-:26])=[CH:12]/[C:11](=[O:13])[C:14]1[CH:19]=[CH:18][CH:17]=[CH:16][CH:15]=1)[CH3:25].[Li+:10]. The yield is 0.920.